This data is from NCI-60 drug combinations with 297,098 pairs across 59 cell lines. The task is: Regression. Given two drug SMILES strings and cell line genomic features, predict the synergy score measuring deviation from expected non-interaction effect. (1) Drug 1: C1=CC(=CC=C1CCC2=CNC3=C2C(=O)NC(=N3)N)C(=O)NC(CCC(=O)O)C(=O)O. Drug 2: C1CC(C1)(C(=O)O)C(=O)O.[NH2-].[NH2-].[Pt+2]. Cell line: IGROV1. Synergy scores: CSS=51.4, Synergy_ZIP=-0.747, Synergy_Bliss=2.04, Synergy_Loewe=4.26, Synergy_HSA=6.78. (2) Drug 1: C1=CN(C=N1)CC(O)(P(=O)(O)O)P(=O)(O)O. Drug 2: CCN(CC)CCCC(C)NC1=C2C=C(C=CC2=NC3=C1C=CC(=C3)Cl)OC. Cell line: HS 578T. Synergy scores: CSS=4.79, Synergy_ZIP=-2.95, Synergy_Bliss=-3.21, Synergy_Loewe=-4.66, Synergy_HSA=-3.68. (3) Drug 1: CC1OCC2C(O1)C(C(C(O2)OC3C4COC(=O)C4C(C5=CC6=C(C=C35)OCO6)C7=CC(=C(C(=C7)OC)O)OC)O)O. Drug 2: CCN(CC)CCNC(=O)C1=C(NC(=C1C)C=C2C3=C(C=CC(=C3)F)NC2=O)C. Cell line: RXF 393. Synergy scores: CSS=16.7, Synergy_ZIP=-1.76, Synergy_Bliss=-1.10, Synergy_Loewe=-3.81, Synergy_HSA=-2.03. (4) Drug 1: CC1=C(C=C(C=C1)NC(=O)C2=CC=C(C=C2)CN3CCN(CC3)C)NC4=NC=CC(=N4)C5=CN=CC=C5. Drug 2: C(=O)(N)NO. Cell line: UACC-257. Synergy scores: CSS=3.09, Synergy_ZIP=-1.41, Synergy_Bliss=-3.40, Synergy_Loewe=-2.54, Synergy_HSA=-3.97. (5) Drug 1: C1=C(C(=O)NC(=O)N1)N(CCCl)CCCl. Drug 2: CC1=CC=C(C=C1)C2=CC(=NN2C3=CC=C(C=C3)S(=O)(=O)N)C(F)(F)F. Cell line: A549. Synergy scores: CSS=32.9, Synergy_ZIP=-4.24, Synergy_Bliss=-0.0158, Synergy_Loewe=-5.63, Synergy_HSA=-0.0988. (6) Drug 1: CC1=CC2C(CCC3(C2CCC3(C(=O)C)OC(=O)C)C)C4(C1=CC(=O)CC4)C. Drug 2: CN(CCCl)CCCl.Cl. Cell line: NCI-H322M. Synergy scores: CSS=-9.53, Synergy_ZIP=4.05, Synergy_Bliss=-2.54, Synergy_Loewe=-6.55, Synergy_HSA=-7.60.